Dataset: NCI-60 drug combinations with 297,098 pairs across 59 cell lines. Task: Regression. Given two drug SMILES strings and cell line genomic features, predict the synergy score measuring deviation from expected non-interaction effect. (1) Drug 1: CC(C)(C#N)C1=CC(=CC(=C1)CN2C=NC=N2)C(C)(C)C#N. Drug 2: CCN(CC)CCCC(C)NC1=C2C=C(C=CC2=NC3=C1C=CC(=C3)Cl)OC. Cell line: CAKI-1. Synergy scores: CSS=-4.42, Synergy_ZIP=0.727, Synergy_Bliss=1.91, Synergy_Loewe=-6.53, Synergy_HSA=-5.73. (2) Drug 1: CC1C(C(CC(O1)OC2CC(CC3=C2C(=C4C(=C3O)C(=O)C5=C(C4=O)C(=CC=C5)OC)O)(C(=O)C)O)N)O.Cl. Drug 2: C1CN(CCN1C(=O)CCBr)C(=O)CCBr. Cell line: UACC62. Synergy scores: CSS=27.7, Synergy_ZIP=-9.68, Synergy_Bliss=-3.03, Synergy_Loewe=-34.3, Synergy_HSA=-0.0269. (3) Drug 1: C1=C(C(=O)NC(=O)N1)N(CCCl)CCCl. Drug 2: CN1C(=O)N2C=NC(=C2N=N1)C(=O)N. Cell line: MDA-MB-231. Synergy scores: CSS=15.1, Synergy_ZIP=-5.57, Synergy_Bliss=-5.77, Synergy_Loewe=-10.2, Synergy_HSA=-4.55. (4) Drug 1: C1=CC(=C2C(=C1NCCNCCO)C(=O)C3=C(C=CC(=C3C2=O)O)O)NCCNCCO. Drug 2: C(=O)(N)NO. Cell line: SF-268. Synergy scores: CSS=47.9, Synergy_ZIP=4.02, Synergy_Bliss=3.50, Synergy_Loewe=-18.8, Synergy_HSA=3.62. (5) Cell line: A549. Drug 1: CN(C(=O)NC(C=O)C(C(C(CO)O)O)O)N=O. Drug 2: CC(C)CN1C=NC2=C1C3=CC=CC=C3N=C2N. Synergy scores: CSS=5.63, Synergy_ZIP=-2.77, Synergy_Bliss=-2.07, Synergy_Loewe=-0.857, Synergy_HSA=-0.832.